From a dataset of Forward reaction prediction with 1.9M reactions from USPTO patents (1976-2016). Predict the product of the given reaction. (1) Given the reactants Br[C:2]1[C:10]2[C:9]([NH:11][C@H:12]([C:14]3[N:19]([C:20]4[CH:25]=[CH:24][CH:23]=[CH:22][CH:21]=4)[C:18](=[O:26])[C:17]4=[C:27]([CH3:30])[CH:28]=[CH:29][N:16]4[N:15]=3)[CH3:13])=[N:8][CH:7]=[N:6][C:5]=2[N:4]([CH2:31][O:32][CH2:33][CH2:34][Si:35]([CH3:38])([CH3:37])[CH3:36])[CH:3]=1.CC1(C)C(C)(C)OB([C:47]2[CH:48]=[C:49]([NH:53][S:54]([CH3:57])(=[O:56])=[O:55])[CH:50]=[N:51][CH:52]=2)O1.C(=O)([O-])[O-].[Na+].[Na+].[Cl-].[NH4+], predict the reaction product. The product is: [CH3:30][C:27]1[CH:28]=[CH:29][N:16]2[C:17]=1[C:18](=[O:26])[N:19]([C:20]1[CH:25]=[CH:24][CH:23]=[CH:22][CH:21]=1)[C:14]([C@@H:12]([NH:11][C:9]1[C:10]3[C:2]([C:47]4[CH:48]=[C:49]([NH:53][S:54]([CH3:57])(=[O:56])=[O:55])[CH:50]=[N:51][CH:52]=4)=[CH:3][N:4]([CH2:31][O:32][CH2:33][CH2:34][Si:35]([CH3:38])([CH3:37])[CH3:36])[C:5]=3[N:6]=[CH:7][N:8]=1)[CH3:13])=[N:15]2. (2) Given the reactants Cl.[CH3:2][NH:3][O:4][CH3:5].C(N(C(C)C)CC)(C)C.[C:15]([O:19][C:20]([N:22]1[CH2:27][CH2:26][CH:25]([C:28]([OH:30])=O)[CH2:24][CH2:23]1)=[O:21])([CH3:18])([CH3:17])[CH3:16], predict the reaction product. The product is: [CH3:5][O:4][N:3]([CH3:2])[C:28]([CH:25]1[CH2:24][CH2:23][N:22]([C:20]([O:19][C:15]([CH3:16])([CH3:17])[CH3:18])=[O:21])[CH2:27][CH2:26]1)=[O:30]. (3) The product is: [CH3:11][S:12]([O:1][CH2:2][CH2:3][CH:4]([CH2:8][CH2:9][O:10][S:12]([CH3:11])(=[O:14])=[O:13])[CH2:5][CH2:6][O:7][S:12]([CH3:11])(=[O:14])=[O:13])(=[O:14])=[O:13]. Given the reactants [OH:1][CH2:2][CH2:3][CH:4]([CH2:8][CH2:9][OH:10])[CH2:5][CH2:6][OH:7].[CH3:11][S:12](Cl)(=[O:14])=[O:13].N1C=CC=CC=1.Cl, predict the reaction product. (4) Given the reactants [NH2:1][C:2]1[CH:14]=[CH:13][C:5]([CH:6]=[CH:7][C:8]([O:10][CH2:11][CH3:12])=[O:9])=[CH:4][CH:3]=1.[N:15]1[CH:20]=[CH:19]C=CC=1.[OH-].[Na+].[C:23]([O-:26])(O)=O.[Na+].[CH2:28](Cl)Cl, predict the reaction product. The product is: [CH2:11]([O:10][C:8](=[O:9])/[CH:7]=[CH:6]/[C:5]1[CH:4]=[CH:3][C:2]([NH:1][C:23](=[O:26])[C:20]([NH2:15])([CH3:19])[CH3:28])=[CH:14][CH:13]=1)[CH3:12]. (5) Given the reactants [Br:1][C:2]1[C:6]([C:7]([O:9][CH2:10][CH3:11])=[O:8])=[C:5]([N:12]2[CH2:16][CH2:15][C@H:14]([OH:17])[CH2:13]2)[N:4]([CH3:18])[N:3]=1.[CH3:19]N(C)C=O.[H-].[Na+].CI, predict the reaction product. The product is: [Br:1][C:2]1[C:6]([C:7]([O:9][CH2:10][CH3:11])=[O:8])=[C:5]([N:12]2[CH2:16][CH2:15][C@H:14]([O:17][CH3:19])[CH2:13]2)[N:4]([CH3:18])[N:3]=1. (6) Given the reactants [CH2:1]([O:3][C:4]([C:6]1[CH:7]=[C:8]2[N:13]([C:14]=1[C:15]1[CH:20]=[CH:19][N:18]=[C:17]([CH3:21])[CH:16]=1)[CH:12]=[CH:11][C:10]([CH2:22][N:23]=[N+:24]=[N-:25])=[CH:9]2)=[O:5])[CH3:2].[F:26][C:27]([F:35])([F:34])[C:28]([OH:33])([CH2:31][CH3:32])[C:29]#[CH:30], predict the reaction product. The product is: [CH2:1]([O:3][C:4]([C:6]1[CH:7]=[C:8]2[N:13]([C:14]=1[C:15]1[CH:20]=[CH:19][N:18]=[C:17]([CH3:21])[CH:16]=1)[CH:12]=[CH:11][C:10]([CH2:22][N:23]1[CH:30]=[C:29]([C:28]([OH:33])([C:27]([F:35])([F:34])[F:26])[CH2:31][CH3:32])[N:25]=[N:24]1)=[CH:9]2)=[O:5])[CH3:2]. (7) The product is: [CH3:39][N:27]([CH3:26])[CH2:28][CH2:29][CH2:30][NH:31][C:32]1[CH:37]=[CH:36][C:35]([NH:38][C:2]2[C:11]3=[N:12][NH:13][CH:14]=[C:10]3[C:9]3[CH:8]=[C:7]([O:24][CH3:25])[CH:6]=[CH:5][C:4]=3[N:3]=2)=[CH:34][N:33]=1. Given the reactants Cl[C:2]1[C:11]2=[N:12][N:13](CC3C=CC(OC)=CC=3)[CH:14]=[C:10]2[C:9]2[CH:8]=[C:7]([O:24][CH3:25])[CH:6]=[CH:5][C:4]=2[N:3]=1.[CH3:26][N:27]([CH3:39])[CH2:28][CH2:29][CH2:30][NH:31][C:32]1[CH:37]=[CH:36][C:35]([NH2:38])=[CH:34][N:33]=1.Cl, predict the reaction product. (8) Given the reactants [F:1][C:2]1[CH:7]=[C:6]([OH:8])[CH:5]=[C:4]([F:9])[C:3]=1[C:10]1[N:15]=[C:14]([C:16]([O:18][CH3:19])=[O:17])[CH:13]=[CH:12][C:11]=1[F:20].O[CH:22]1[CH2:27][CH2:26][N:25]([C:28]([O:30][C:31]([CH3:34])([CH3:33])[CH3:32])=[O:29])[CH2:24][CH2:23]1.C1(P(C2C=CC=CC=2)C2C=CC=CC=2)C=CC=CC=1.CC(OC(/N=N/C(OC(C)C)=O)=O)C, predict the reaction product. The product is: [C:31]([O:30][C:28]([N:25]1[CH2:26][CH2:27][CH:22]([O:8][C:6]2[CH:5]=[C:4]([F:9])[C:3]([C:10]3[N:15]=[C:14]([C:16]([O:18][CH3:19])=[O:17])[CH:13]=[CH:12][C:11]=3[F:20])=[C:2]([F:1])[CH:7]=2)[CH2:23][CH2:24]1)=[O:29])([CH3:34])([CH3:32])[CH3:33]. (9) Given the reactants ClC1C=NC=C(Cl)C=1CO.[Cl:11][C:12]1[C:13]([CH2:21][O:22][C:23]2[CH:24]=[CH:25][CH:26]=[C:27]3[C:32]=2[N:31]=[C:30]([CH3:33])[CH:29]=[C:28]3[C:34]2[N:35]([CH3:39])[N:36]=[CH:37][CH:38]=2)=[C:14]([C:18](=[O:20])[CH3:19])[CH:15]=[N:16][CH:17]=1, predict the reaction product. The product is: [Cl:11][C:12]1[C:13]([CH2:21][O:22][C:23]2[CH:24]=[CH:25][CH:26]=[C:27]3[C:32]=2[N:31]=[C:30]([CH3:33])[CH:29]=[C:28]3[C:34]2[N:35]([CH3:39])[N:36]=[CH:37][CH:38]=2)=[C:14]([CH:18]([OH:20])[CH3:19])[CH:15]=[N:16][CH:17]=1. (10) Given the reactants [CH2:1]([P:3]([CH2:10][CH2:11][OH:12])(=[O:9])[O:4][CH2:5][CH2:6]CC)[CH3:2].C(O)C[OH:15], predict the reaction product. The product is: [CH2:1]([P:3]([CH2:10][CH2:11][OH:12])(=[O:9])[O:4][CH2:5][CH2:6][OH:15])[CH3:2].